This data is from Catalyst prediction with 721,799 reactions and 888 catalyst types from USPTO. The task is: Predict which catalyst facilitates the given reaction. (1) Reactant: C([O-])([O-])=O.[Cs+].[Cs+].[CH3:7][C:8]1[CH:13]=[C:12]([CH3:14])[C:11](B2OC(C)(C)C(C)(C)O2)=[CH:10][N:9]=1.Cl[C:25]1[CH:26]=[CH:27][C:28]2[N:34]3[CH2:35][C@H:31]([CH2:32][CH2:33]3)[N:30]([C:36]([NH:38][C:39]3[CH:44]=[N:43][CH:42]=[CH:41][N:40]=3)=[O:37])[C:29]=2[N:45]=1.CC(C1C=C(C(C)C)C(C2C=CC=CC=2P(C2CCCCC2)C2CCCCC2)=C(C(C)C)C=1)C. Product: [CH3:14][C:12]1[CH:13]=[C:8]([CH3:7])[N:9]=[CH:10][C:11]=1[C:25]1[CH:26]=[CH:27][C:28]2[N:34]3[CH2:35][C@H:31]([CH2:32][CH2:33]3)[N:30]([C:36]([NH:38][C:39]3[CH:44]=[N:43][CH:42]=[CH:41][N:40]=3)=[O:37])[C:29]=2[N:45]=1. The catalyst class is: 127. (2) The catalyst class is: 35. Product: [CH2:18]([O:19][C:2]1[CH:3]=[N:4][CH:5]=[C:6]([C:8]([F:11])([F:10])[F:9])[CH:7]=1)[C:12]1[CH:17]=[CH:16][CH:15]=[CH:14][CH:13]=1. Reactant: Cl[C:2]1[CH:3]=[N:4][CH:5]=[C:6]([C:8]([F:11])([F:10])[F:9])[CH:7]=1.[C:12]1([CH2:18][OH:19])[CH:17]=[CH:16][CH:15]=[CH:14][CH:13]=1. (3) Product: [CH2:1]([O:8][C:9]1[C:17]2[N:16]=[C:15]([CH3:18])[N:14]([CH2:28][O:29][CH2:30][CH2:31][Si:32]([CH3:35])([CH3:34])[CH3:33])[C:13]=2[CH:12]=[C:11]([Br:19])[CH:10]=1)[C:2]1[CH:3]=[CH:4][CH:5]=[CH:6][CH:7]=1. Reactant: [CH2:1]([O:8][C:9]1[C:17]2[N:16]=[C:15]([CH3:18])[NH:14][C:13]=2[CH:12]=[C:11]([Br:19])[CH:10]=1)[C:2]1[CH:7]=[CH:6][CH:5]=[CH:4][CH:3]=1.C(N(CC)CC)C.Cl[CH2:28][O:29][CH2:30][CH2:31][Si:32]([CH3:35])([CH3:34])[CH3:33].O. The catalyst class is: 4. (4) Reactant: [CH3:1][C:2]1([CH3:19])[C:10]2[C:5](=[CH:6][C:7]([C:11]3[CH:12]=[N:13][C:14]([CH3:17])=[N:15][CH:16]=3)=[CH:8][CH:9]=2)[NH:4][C:3]1=[O:18].Br[CH2:21][CH2:22][CH2:23][O:24][Si:25]([C:28]([CH3:31])([CH3:30])[CH3:29])([CH3:27])[CH3:26].C(=O)([O-])[O-].[Cs+].[Cs+].O. Product: [Si:25]([O:24][CH2:23][CH2:22][CH2:21][N:4]1[C:5]2[C:10](=[CH:9][CH:8]=[C:7]([C:11]3[CH:16]=[N:15][C:14]([CH3:17])=[N:13][CH:12]=3)[CH:6]=2)[C:2]([CH3:19])([CH3:1])[C:3]1=[O:18])([C:28]([CH3:29])([CH3:30])[CH3:31])([CH3:27])[CH3:26]. The catalyst class is: 3. (5) Reactant: [C:1]([S:5]([N:7]=[C:8]1[CH2:11][CH:10]([NH:12][C:13](=[O:19])[O:14][C:15]([CH3:18])([CH3:17])[CH3:16])[CH2:9]1)=[O:6])([CH3:4])([CH3:3])[CH3:2].[CH3:20][Al](C)C.[Li]C. Product: [CH3:2][C:1]([CH3:4])([S:5]([NH:7][C:8]1([CH3:20])[CH2:11][CH:10]([NH:12][C:13](=[O:19])[O:14][C:15]([CH3:18])([CH3:17])[CH3:16])[CH2:9]1)=[O:6])[CH3:3]. The catalyst class is: 11. (6) Reactant: C([O-])(=O)C.[Na+].[CH3:6][O:7][CH2:8][CH2:9][NH:10][C:11]1[CH:16]=[CH:15][N:14]2[N:17]=[CH:18][CH:19]=[C:13]2[N:12]=1.[Br:20]Br.C(=O)(O)[O-].[Na+]. Product: [Br:20][C:19]1[CH:18]=[N:17][N:14]2[CH:15]=[CH:16][C:11]([NH:10][CH2:9][CH2:8][O:7][CH3:6])=[N:12][C:13]=12. The catalyst class is: 86. (7) Reactant: [NH:1]=[C:2](SCC1C=CC2C(=CC=CC=2)C=1)[CH:3]1[CH2:8][CH2:7][N:6]([C:9]([O:11][C:12]([CH3:15])([CH3:14])[CH3:13])=[O:10])[CH2:5][CH2:4]1.[NH3:28]. Product: [NH2:28][C:2](=[NH:1])[CH:3]1[CH2:8][CH2:7][N:6]([C:9]([O:11][C:12]([CH3:15])([CH3:14])[CH3:13])=[O:10])[CH2:5][CH2:4]1. The catalyst class is: 5. (8) Reactant: Br[C:2]1[S:3][CH:4]=[C:5]([C:7]2[CH:12]=[CH:11][CH:10]=[CH:9][CH:8]=2)[CH:6]=1.BrC1SC=CC=1C1C=CC=CC=1.[CH2:25]([O:27][C:28]([N:30]1[CH2:35][CH2:34][NH:33][CH2:32][CH2:31]1)=[O:29])[CH3:26].CC(C)([O-])C.[Na+].C1(P(C2C=CC=CC=2)C2C=CC3C(=CC=CC=3)C=2C2C3C(=CC=CC=3)C=CC=2P(C2C=CC=CC=2)C2C=CC=CC=2)C=CC=CC=1. Product: [C:7]1([C:5]2[CH:6]=[C:2]([N:33]3[CH2:32][CH2:31][N:30]([C:28]([O:27][CH2:25][CH3:26])=[O:29])[CH2:35][CH2:34]3)[S:3][CH:4]=2)[CH:12]=[CH:11][CH:10]=[CH:9][CH:8]=1. The catalyst class is: 101.